From a dataset of Forward reaction prediction with 1.9M reactions from USPTO patents (1976-2016). Predict the product of the given reaction. (1) Given the reactants [CH3:1][O:2][C:3]1[CH:4]=[C:5]2[C:10](=[CH:11][CH:12]=1)[C:9](=[O:13])[NH:8][CH2:7][CH2:6]2.Br[C:15]1[S:19][C:18]([N:20]([CH3:31])[CH:21]2[CH2:26][C:25]([CH3:28])([CH3:27])[NH:24][C:23]([CH3:30])([CH3:29])[CH2:22]2)=[N:17][N:16]=1.C([O-])([O-])=O.[K+].[K+], predict the reaction product. The product is: [CH3:1][O:2][C:3]1[CH:4]=[C:5]2[C:10](=[CH:11][CH:12]=1)[C:9](=[O:13])[N:8]([C:15]1[S:19][C:18]([N:20]([CH3:31])[CH:21]3[CH2:26][C:25]([CH3:27])([CH3:28])[NH:24][C:23]([CH3:30])([CH3:29])[CH2:22]3)=[N:17][N:16]=1)[CH2:7][CH2:6]2. (2) Given the reactants [NH:1](C(OC(C)(C)C)=O)[C@H:2]([C:15]([NH:17][C@H:18]([C:31](ON1C(=O)CCC1=O)=[O:32])[CH2:19][CH2:20][CH2:21][CH2:22][NH:23]C(OC(C)(C)C)=O)=[O:16])[CH2:3][CH2:4][CH2:5][CH2:6][NH:7]C(OC(C)(C)C)=O.[NH2:48][C@H:49]([C:54]([OH:56])=[O:55])[C@H:50]([CH2:52][CH3:53])[CH3:51].[CH3:57][N:58]1[C@@H:75]2[CH2:76][C:63]3[CH:64]=[CH:65][C:66]([O:77][CH3:78])=[C:67]4[O:68][C@H:69]5[C:70]([CH2:72][CH2:73][C@@H:74]2[C@:61]5([C:62]=34)[CH2:60][CH2:59]1)=[O:71], predict the reaction product. The product is: [NH2:1][C@H:2]([C:15]([NH:17][C@H:18]([C:31]([NH:48][C@H:49]([C:54]([OH:56])=[O:55])[C@H:50]([CH2:52][CH3:53])[CH3:51])=[O:32])[CH2:19][CH2:20][CH2:21][CH2:22][NH2:23])=[O:16])[CH2:3][CH2:4][CH2:5][CH2:6][NH2:7].[CH3:57][N:58]1[C@@H:75]2[CH2:76][C:63]3[CH:64]=[CH:65][C:66]([O:77][CH3:78])=[C:67]4[O:68][C@H:69]5[C:70]([CH2:72][CH2:73][C@@H:74]2[C@:61]5([C:62]=34)[CH2:60][CH2:59]1)=[O:71].